Dataset: Full USPTO retrosynthesis dataset with 1.9M reactions from patents (1976-2016). Task: Predict the reactants needed to synthesize the given product. Given the product [C:11]([N:3]1[CH:4]=[CH:5][N:6]([C:7]([CH3:10])([CH3:9])[CH3:8])[SiH:2]1[NH:18][CH2:17][C:16]([F:20])([F:19])[F:15])([CH3:14])([CH3:13])[CH3:12], predict the reactants needed to synthesize it. The reactants are: Cl[SiH:2]1[N:6]([C:7]([CH3:10])([CH3:9])[CH3:8])[CH:5]=[CH:4][N:3]1[C:11]([CH3:14])([CH3:13])[CH3:12].[F:15][C:16]([F:20])([F:19])[CH2:17][NH2:18].